Dataset: Reaction yield outcomes from USPTO patents with 853,638 reactions. Task: Predict the reaction yield, written as a fraction of the theoretical maximum amount of product (1.0 means a 100% yield; for example, 0.34 means a 34% yield). (1) The catalyst is C(Cl)Cl. The product is [F:1][C:2]([F:15])([F:14])[S:3]([O:6][C:17]1[CH:18]=[CH:19][CH:20]=[C:21]2[C:26]=1[CH2:25][N:24]([C:27]([O:29][C@H:30]1[CH2:34][N:33]([C:35]([O:37][C:38]([CH3:41])([CH3:40])[CH3:39])=[O:36])[C@H:32]([C:42]([O:44][CH3:45])=[O:43])[CH2:31]1)=[O:28])[CH2:23][CH2:22]2)(=[O:5])=[O:4]. The reactants are [F:1][C:2]([F:15])([F:14])[S:3]([O:6]S(C(F)(F)F)(=O)=O)(=[O:5])=[O:4].O[C:17]1[CH:18]=[CH:19][CH:20]=[C:21]2[C:26]=1[CH2:25][N:24]([C:27]([O:29][C@H:30]1[CH2:34][N:33]([C:35]([O:37][C:38]([CH3:41])([CH3:40])[CH3:39])=[O:36])[C@H:32]([C:42]([O:44][CH3:45])=[O:43])[CH2:31]1)=[O:28])[CH2:23][CH2:22]2.CCN(CC)CC.C([O-])(O)=O.[Na+]. The yield is 0.694. (2) The reactants are [Br:1][C:2]1[N:6](S(C2C=CC=CC=2)(=O)=O)[CH:5]=[C:4]([CH2:16][N:17]([CH3:25])[C:18](=[O:24])[O:19][C:20]([CH3:23])([CH3:22])[CH3:21])[CH:3]=1.O. The catalyst is O1CCCC1.CO.[OH-].[Na+]. The yield is 0.610. The product is [Br:1][C:2]1[NH:6][CH:5]=[C:4]([CH2:16][N:17]([CH3:25])[C:18](=[O:24])[O:19][C:20]([CH3:21])([CH3:22])[CH3:23])[CH:3]=1.